Dataset: Forward reaction prediction with 1.9M reactions from USPTO patents (1976-2016). Task: Predict the product of the given reaction. Given the reactants [NH2:1][C:2]([CH3:16])([CH2:5][N:6]1[N:10]=[C:9]2[CH:11]=[CH:12][C:13]([CH3:15])=[CH:14][C:8]2=[N:7]1)[C:3]#[N:4].[F:17][C:18]([F:29])([F:28])[C:19]1[CH:27]=[CH:26][C:22]([C:23](Cl)=[S:24])=[CH:21][CH:20]=1, predict the reaction product. The product is: [C:3]([C:2]([NH:1][C:23](=[S:24])[C:22]1[CH:21]=[CH:20][C:19]([C:18]([F:17])([F:28])[F:29])=[CH:27][CH:26]=1)([CH3:16])[CH2:5][N:6]1[N:10]=[C:9]2[CH:11]=[CH:12][C:13]([CH3:15])=[CH:14][C:8]2=[N:7]1)#[N:4].